From a dataset of Reaction yield outcomes from USPTO patents with 853,638 reactions. Predict the reaction yield, written as a fraction of the theoretical maximum amount of product (1.0 means a 100% yield; for example, 0.34 means a 34% yield). (1) The reactants are Cl[CH2:2][C:3]1[NH:12][C:11](=[O:13])[C:10]2[C:5](=[CH:6][C:7]([C:14]([O:16][CH3:17])=[O:15])=[CH:8][CH:9]=2)[N:4]=1.[CH2:18]([N:20](CC)[CH2:21][CH3:22])[CH3:19].C(NCC)C. The product is [CH2:18]([N:20]([CH2:2][C:3]1[NH:12][C:11](=[O:13])[C:10]2[C:5](=[CH:6][C:7]([C:14]([O:16][CH3:17])=[O:15])=[CH:8][CH:9]=2)[N:4]=1)[CH2:21][CH3:22])[CH3:19]. The yield is 0.810. The catalyst is CN(C=O)C. (2) The catalyst is CC(O)(C)C.CCOC(C)=O.[Cu].S([O-])([O-])(=O)=O.[Cu+2]. The product is [F:1][C:2]1[CH:7]=[CH:6][C:5]([F:8])=[CH:4][C:3]=1[C@H:9]1[CH2:13][CH2:12][CH2:11][N:10]1[C:14]1[CH:19]=[CH:18][N:17]2[N:20]=[CH:21][C:22]([C:23]3[N:27]=[N:26][N:25]([CH:28]4[CH2:33][CH2:32][O:31][CH2:30][CH2:29]4)[CH:24]=3)=[C:16]2[N:15]=1. The yield is 0.630. The reactants are [F:1][C:2]1[CH:7]=[CH:6][C:5]([F:8])=[CH:4][C:3]=1[C@H:9]1[CH2:13][CH2:12][CH2:11][N:10]1[C:14]1[CH:19]=[CH:18][N:17]2[N:20]=[CH:21][C:22]([C:23]#[CH:24])=[C:16]2[N:15]=1.[N:25]([CH:28]1[CH2:33][CH2:32][O:31][CH2:30][CH2:29]1)=[N+:26]=[N-:27].O.[NH4+].[OH-]. (3) The reactants are C[O:2][C:3](=O)[CH2:4][O:5][C:6]1[N:27]=[CH:26][C:9]2[C:10]3[N:14]([CH2:15][CH2:16][O:17][C:8]=2[CH:7]=1)[CH:13]=[C:12]([C:18]1[N:19]([CH:23]([CH3:25])[CH3:24])[N:20]=[CH:21][N:22]=1)[N:11]=3.[NH3:29]. The catalyst is CO. The product is [CH:23]([N:19]1[C:18]([C:12]2[N:11]=[C:10]3[C:9]4[CH:26]=[N:27][C:6]([O:5][CH2:4][C:3]([NH2:29])=[O:2])=[CH:7][C:8]=4[O:17][CH2:16][CH2:15][N:14]3[CH:13]=2)=[N:22][CH:21]=[N:20]1)([CH3:25])[CH3:24]. The yield is 0.500. (4) The product is [CH2:13]([C:17]1[N:18]=[C:19]([CH3:47])[N:20]([C:39]2[CH:44]=[CH:43][C:42]([CH3:45])=[C:41]([CH3:46])[CH:40]=2)[C:21](=[O:38])[C:22]=1[CH2:23][C:24]1[CH:25]=[CH:26][C:27]([C:30]2[CH:35]=[CH:34][CH:33]=[CH:32][C:31]=2[C:36]2[NH:3][C:4](=[O:7])[O:5][N:37]=2)=[CH:28][CH:29]=1)[CH2:14][CH2:15][CH3:16]. The yield is 0.710. The reactants are [Cl-].O[NH3+:3].[C:4](=[O:7])([O-])[OH:5].[Na+].CS(C)=O.[CH2:13]([C:17]1[N:18]=[C:19]([CH3:47])[N:20]([C:39]2[CH:44]=[CH:43][C:42]([CH3:45])=[C:41]([CH3:46])[CH:40]=2)[C:21](=[O:38])[C:22]=1[CH2:23][C:24]1[CH:29]=[CH:28][C:27]([C:30]2[C:31]([C:36]#[N:37])=[CH:32][CH:33]=[CH:34][CH:35]=2)=[CH:26][CH:25]=1)[CH2:14][CH2:15][CH3:16]. The catalyst is O.C(OCC)(=O)C.